Predict the reactants needed to synthesize the given product. From a dataset of Full USPTO retrosynthesis dataset with 1.9M reactions from patents (1976-2016). (1) Given the product [CH3:9][O:8][C:3]1[CH:4]=[CH:5][CH:6]=[CH:7][C:2]=1[C:17]1([OH:20])[CH2:18][CH2:19][C:14]2([O:13][CH2:12][CH2:11][O:10]2)[CH2:15][CH2:16]1, predict the reactants needed to synthesize it. The reactants are: Br[C:2]1[CH:7]=[CH:6][CH:5]=[CH:4][C:3]=1[O:8][CH3:9].[O:10]1[C:14]2([CH2:19][CH2:18][C:17](=[O:20])[CH2:16][CH2:15]2)[O:13][CH2:12][CH2:11]1. (2) Given the product [F:20][C:11]1[C:12]([O:18][CH3:19])=[CH:13][C:14]([O:16][CH3:17])=[CH:15][C:10]=1[CH2:9][O:8][C:5]1[CH:4]=[N:3][C:2]([NH:21][C:22]2[CH:23]=[N:24][N:25]([CH2:27][CH2:28][OH:29])[CH:26]=2)=[N:7][CH:6]=1, predict the reactants needed to synthesize it. The reactants are: Cl[C:2]1[N:7]=[CH:6][C:5]([O:8][CH2:9][C:10]2[CH:15]=[C:14]([O:16][CH3:17])[CH:13]=[C:12]([O:18][CH3:19])[C:11]=2[F:20])=[CH:4][N:3]=1.[NH2:21][C:22]1[CH:23]=[N:24][N:25]([CH2:27][CH2:28][OH:29])[CH:26]=1.C1(P(C2C=CC=CC=2)C2C3OC4C(=CC=CC=4P(C4C=CC=CC=4)C4C=CC=CC=4)C(C)(C)C=3C=CC=2)C=CC=CC=1.C(=O)([O-])[O-].[Cs+].[Cs+].